From a dataset of Reaction yield outcomes from USPTO patents with 853,638 reactions. Predict the reaction yield, written as a fraction of the theoretical maximum amount of product (1.0 means a 100% yield; for example, 0.34 means a 34% yield). (1) The reactants are [N:1]1([CH2:7][CH2:8][CH2:9][O:10][C:11]2[CH:16]=[CH:15][C:14]([NH2:17])=[CH:13][CH:12]=2)[CH2:6][CH2:5][CH2:4][CH2:3][CH2:2]1.[Cl:18][C:19]1[CH:20]=[C:21]2[C:25](=[CH:26][CH:27]=1)[NH:24][C:23](=[O:28])[C:22]2=[CH:29]O. No catalyst specified. The product is [Cl:18][C:19]1[CH:20]=[C:21]2[C:25](=[CH:26][CH:27]=1)[NH:24][C:23](=[O:28])[C:22]2=[CH:29][NH:17][C:14]1[CH:13]=[CH:12][C:11]([O:10][CH2:9][CH2:8][CH2:7][N:1]2[CH2:2][CH2:3][CH2:4][CH2:5][CH2:6]2)=[CH:16][CH:15]=1. The yield is 0.580. (2) The reactants are [C:1](Cl)(=[O:3])[CH3:2].[Cl:5][C:6]1[C:7]([CH3:38])=[C:8]([C:27]2[CH:28]=[N:29][N:30]([CH:32]3[CH2:37][CH2:36][NH:35][CH2:34][CH2:33]3)[CH:31]=2)[C:9]([O:25][CH3:26])=[C:10]([CH:12]([N:14]2[C:18]3=[N:19][CH:20]=[N:21][C:22]([NH2:23])=[C:17]3[C:16]([CH3:24])=[N:15]2)[CH3:13])[CH:11]=1.C(N(C(C)C)CC)(C)C.C(N(CC)C(C)C)(C)C. The catalyst is C(Cl)Cl. The product is [C:1]([N:35]1[CH2:34][CH2:33][CH:32]([N:30]2[CH:31]=[C:27]([C:8]3[C:9]([O:25][CH3:26])=[C:10]([CH:12]([N:14]4[C:18]5=[N:19][CH:20]=[N:21][C:22]([NH2:23])=[C:17]5[C:16]([CH3:24])=[N:15]4)[CH3:13])[CH:11]=[C:6]([Cl:5])[C:7]=3[CH3:38])[CH:28]=[N:29]2)[CH2:37][CH2:36]1)(=[O:3])[CH3:2]. The yield is 0.0780. (3) The reactants are FC(F)(F)C(O)=O.[C:8]([CH:10]1[CH2:20][C:19]2[C:21]3[C:16]([N:17]([CH2:22][C:23]4[C:28]([CH3:29])=[C:27]([O:30][CH3:31])[C:26]([CH3:32])=[CH:25][N:24]=4)[N:18]=2)=[N:15][C:14]([N:33](C(OC(C)(C)C)=O)C(OC(C)(C)C)=O)=[N:13][C:12]=3[S:11]1)#[N:9].CC1C=CC(S(OC(C#N)CC2C3C(=NC(N(C(OC(C)(C)C)=O)C(OC(C)(C)C)=O)=NC=3Cl)N(CC3C(C)=C(OC)C(C)=CN=3)N=2)(=O)=O)=CC=1. The catalyst is ClCCl. The product is [NH2:33][C:14]1[N:15]=[C:16]2[C:21]3[C:19]([CH2:20][CH:10]([C:8]#[N:9])[S:11][C:12]=3[N:13]=1)=[N:18][N:17]2[CH2:22][C:23]1[C:28]([CH3:29])=[C:27]([O:30][CH3:31])[C:26]([CH3:32])=[CH:25][N:24]=1. The yield is 0.710. (4) The reactants are S(S([O-])=O)([O-])=O.[Na+].[Na+].[Cl:9][C:10]1[CH:15]=[CH:14][C:13]([C:16]2[C:20]3[CH2:21][N:22]([C:25](=[O:27])[CH3:26])[CH2:23][CH2:24][C:19]=3[N:18]([CH2:28][CH:29]([OH:44])[CH2:30][N:31]3[CH2:36][CH2:35][N:34]([C:37]4[CH:42]=[CH:41][CH:40]=[CH:39][C:38]=4[CH3:43])[CH2:33][CH2:32]3)[N:17]=2)=[CH:12][C:11]=1[N+:45]([O-])=O.Cl.C(=O)(O)[O-].[Na+]. The catalyst is O.C1COCC1. The product is [NH2:45][C:11]1[CH:12]=[C:13]([C:16]2[C:20]3[CH2:21][N:22]([C:25](=[O:27])[CH3:26])[CH2:23][CH2:24][C:19]=3[N:18]([CH2:28][CH:29]([OH:44])[CH2:30][N:31]3[CH2:32][CH2:33][N:34]([C:37]4[CH:42]=[CH:41][CH:40]=[CH:39][C:38]=4[CH3:43])[CH2:35][CH2:36]3)[N:17]=2)[CH:14]=[CH:15][C:10]=1[Cl:9]. The yield is 0.841. (5) The reactants are [Br:1][C:2]1[CH:3]=[C:4]([CH:12]([CH2:16][CH:17]2[CH2:21][CH2:20][CH2:19][CH2:18]2)[C:13]([OH:15])=O)[CH:5]=[CH:6][C:7]=1[S:8]([CH3:11])(=[O:10])=[O:9].C1(P(C2C=CC=CC=2)C2C=CC=CC=2)C=CC=CC=1.BrN1C(=O)CCC1=O.[NH2:49][C:50]1[CH:55]=[N:54][CH:53]=[CH:52][N:51]=1. The catalyst is C(Cl)Cl. The product is [Br:1][C:2]1[CH:3]=[C:4]([CH:12]([CH2:16][CH:17]2[CH2:21][CH2:20][CH2:19][CH2:18]2)[C:13]([NH:49][C:50]2[CH:55]=[N:54][CH:53]=[CH:52][N:51]=2)=[O:15])[CH:5]=[CH:6][C:7]=1[S:8]([CH3:11])(=[O:9])=[O:10]. The yield is 0.160.